This data is from Experimentally validated miRNA-target interactions with 360,000+ pairs, plus equal number of negative samples. The task is: Binary Classification. Given a miRNA mature sequence and a target amino acid sequence, predict their likelihood of interaction. (1) The miRNA is hsa-miR-3622a-5p with sequence CAGGCACGGGAGCUCAGGUGAG. The protein sequence of the target gene is MELMFAEWEDGERFSFEDSDRFEEDSLCSFISEAESLCQNWRGWRKQSAGPNSPTGGGGGGGSGGTRMRDGLVIPLVELSAKQVAFHIPFEVVEKVYPPVPEQLQLRIAFWSFPENEEDIRLYSCLANGSADEFQRGDQLFRMRAVKDPLQIGFHLSATVVPPQMVPPKGAYNVAVMFDRCRVTSCSCTCGAGAKWCTHVVALCLFRIHNASAVCLRAPVSESLSRLQRDQLQKFAQYLISELPQQILPTAQRLLDELLSSQSTAINTVCGAPDPTAGPSASDQSTWYLDESTLTDNIKK.... Result: 0 (no interaction). (2) The miRNA is mmu-miR-674-5p with sequence GCACUGAGAUGGGAGUGGUGUA. The protein sequence of the target gene is MAWVLSMDEVIESGLVHDFDSSLSGIGQELGAGAYSMSDVLALPIFKQEDSSLSLEDEAKHPPFQYVMCAATSPAVKLHDETLTYLNQGQSYEIRMLDNRKMGDMPELSGKLVKSIIRVVFHDRRLQYTEHQQLEGWKWNRPGDRLLDLDIPMSVGIIDTRTNPSQLNAVEFLWDPAKRTSAFIQVHCISTEFTPRKHGGEKGVPFRIQVDTFKQNENGEYTDHLHSASCQIKVFKPKGADRKQKNDREKMEKRTAHEKEKYQPSYDTTILTEMRLEPIIEDAVEHEQKKSSKRTLPADY.... Result: 1 (interaction). (3) The miRNA is hsa-miR-371a-3p with sequence AAGUGCCGCCAUCUUUUGAGUGU. The protein sequence of the target gene is MSLLMISENVKLAREYALLGNYDSAMVYYQGVLDQMNKYLYSVKDTYLQQKWQQVWQEINVEAKHVKDIMKTLESFKLDSTPLKAAQHDLPASEGEVWSMPVPVERRPSPGPRKRQSSQYSDPKSHGNRPSTTVRVHRSSAQNVHNDRGKAVRCREKKEQNKGREEKNKSPAAVTEPETNKFDSTGYDKDLVEALERDIISQNPNVRWDDIADLVEAKKLLKEAVVLPMWMPEFFKGIRRPWKGVLMVGPPGTGKTLLAKAVATECKTTFFNVSSSTLTSKYRGESEKLVRLLFEMARFY.... Result: 0 (no interaction).